From a dataset of Full USPTO retrosynthesis dataset with 1.9M reactions from patents (1976-2016). Predict the reactants needed to synthesize the given product. (1) Given the product [ClH:1].[N:29]12[CH2:28][CH2:27][CH:26]([CH2:39][CH2:40]1)[C@H:25]([NH:30][C:12]([C:3]1[S:4][C:5]3[CH:10]=[C:9]([F:11])[CH:8]=[CH:7][C:6]=3[C:2]=1[Cl:1])=[O:14])[CH2:24]2, predict the reactants needed to synthesize it. The reactants are: [Cl:1][C:2]1[C:6]2[CH:7]=[CH:8][C:9]([F:11])=[CH:10][C:5]=2[S:4][C:3]=1[C:12]([OH:14])=O.CN(C(ON1N=[N:30][C:25]2[CH:26]=[CH:27][CH:28]=[N:29][C:24]1=2)=[N+](C)C)C.F[P-](F)(F)(F)(F)F.[CH:39](N(CC)C(C)C)(C)[CH3:40]. (2) Given the product [C:6]1([S:12]([C:15]2[CH:4]=[CH:3][CH:2]=[CH:1][N:16]=2)(=[O:13])=[O:14])[CH:7]=[CH:8][CH:9]=[CH:10][CH:11]=1, predict the reactants needed to synthesize it. The reactants are: [CH:1](=O)/[CH:2]=[CH:3]/[CH3:4].[C:6]1([S:12]([C:15]#[N:16])(=[O:14])=[O:13])[CH:11]=[CH:10][CH:9]=[CH:8][CH:7]=1.C1(C)C=CC=CC=1.P(OCCCC)(OCCCC)(OCCCC)=O. (3) Given the product [O:1]=[CH:2][C@@H:3]([C@H:5]([C@@H:7]([CH2:9][OH:10])[OH:8])[OH:6])[OH:4].[O:11]=[CH:12][C@@H:13]([C@H:15]([C@@H:17]([C@@H:19]([CH2:21][OH:22])[OH:20])[OH:18])[OH:16])[OH:14].[CH:23]1[C:28]([C:29]2[O:39][C:38]3[C:33](=[C:34]([OH:41])[CH:35]=[C:36]([OH:40])[CH:37]=3)[C:31](=[O:32])[C:30]=2[O:42][C@@H:43]2[O:48][C@H:47]([CH2:49][OH:50])[C@@H:46]([OH:51])[C@H:45]([OH:52])[C@H:44]2[OH:53])=[CH:27][C:26]([OH:54])=[C:25]([OH:55])[CH:24]=1.[CH:12]1[C:13]([C:9]2[O:10][C:29]3[CH:30]=[C:31]([OH:32])[CH:33]=[C:2]([OH:1])[C:3]=3[C:5](=[O:6])[C:7]=2[OH:8])=[CH:15][C:17]([OH:18])=[C:19]([OH:20])[CH:21]=1, predict the reactants needed to synthesize it. The reactants are: [O:1]=[CH:2][C@@H:3]([C@H:5]([C@@H:7]([CH2:9][OH:10])[OH:8])[OH:6])[OH:4].[O:11]=[CH:12][C@@H:13]([C@H:15]([C@@H:17]([C@@H:19]([CH2:21][OH:22])[OH:20])[OH:18])[OH:16])[OH:14].[CH:23]1[C:28]([C:29]2[O:39][C:38]3[C:33](=[C:34]([OH:41])[CH:35]=[C:36]([OH:40])[CH:37]=3)[C:31](=[O:32])[C:30]=2[O:42][C@@H:43]2[O:48][C@H:47]([CH2:49][OH:50])[C@@H:46]([OH:51])[C@H:45]([OH:52])[C@H:44]2[OH:53])=[CH:27][C:26]([OH:54])=[C:25]([OH:55])[CH:24]=1. (4) Given the product [CH3:18][N:19]([CH:21]=[C:11]1[C:12](=[O:14])[CH2:13][CH:8]([C:3]2[CH:4]=[CH:5][CH:6]=[CH:7][C:2]=2[F:1])[CH2:9][C:10]1=[O:15])[CH3:20], predict the reactants needed to synthesize it. The reactants are: [F:1][C:2]1[CH:7]=[CH:6][CH:5]=[CH:4][C:3]=1[CH:8]1[CH2:13][C:12](=[O:14])[CH2:11][C:10](=[O:15])[CH2:9]1.CO[CH:18](OC)[N:19]([CH3:21])[CH3:20].ClC1C=CC(C2CC(=O)C(=CN(C)C)C(=O)C2)=CC=1.